From a dataset of Catalyst prediction with 721,799 reactions and 888 catalyst types from USPTO. Predict which catalyst facilitates the given reaction. (1) Reactant: [Si]([O:8][CH2:9][C@@H:10]1[C@@H:14]([O:15][Si:16]([CH:23]([CH3:25])[CH3:24])([CH:20]([CH3:22])[CH3:21])[CH:17]([CH3:19])[CH3:18])[CH2:13][C@H:12]([NH:26][C:27]2[C:32]([C:33]([C:35]3[S:36][C:37]([CH3:42])=[C:38]([CH2:40][Cl:41])[CH:39]=3)=[O:34])=[CH:31][N:30]=[CH:29][N:28]=2)[CH2:11]1)(C(C)(C)C)(C)C.Cl.CCO.C([O-])(O)=O.[Na+]. The catalyst class is: 1. Product: [Cl:41][CH2:40][C:38]1[CH:39]=[C:35]([C:33]([C:32]2[C:27]([NH:26][C@H:12]3[CH2:13][C@H:14]([O:15][Si:16]([CH:23]([CH3:25])[CH3:24])([CH:20]([CH3:21])[CH3:22])[CH:17]([CH3:18])[CH3:19])[C@@H:10]([CH2:9][OH:8])[CH2:11]3)=[N:28][CH:29]=[N:30][CH:31]=2)=[O:34])[S:36][C:37]=1[CH3:42]. (2) Reactant: [CH3:1][O:2][C:3]1[CH:4]=[C:5]([NH:15]C(=O)C)[CH:6]=[CH:7][C:8]=1[C:9]1[CH:14]=[CH:13][N:12]=[CH:11][CH:10]=1.[CH2:19](O)C.[OH-].[Na+]. Product: [CH3:1][O:2][C:3]1[CH:4]=[C:5]([NH2:15])[CH:6]=[CH:7][C:8]=1[C:9]1[CH:10]=[CH:11][N:12]=[C:13]([CH3:19])[CH:14]=1. The catalyst class is: 6. (3) Reactant: [C:1]([O:9][CH2:10][CH3:11])(=[O:8])[CH2:2][C:3]([O:5][CH2:6][CH3:7])=[O:4].Cl[CH2:13][CH2:14][O:15][CH2:16][CH2:17]Cl.CC[O-].[Na+]. Product: [O:15]1[CH2:16][CH2:17][C:2]([C:3]([O:5][CH2:6][CH3:7])=[O:4])([C:1]([O:9][CH2:10][CH3:11])=[O:8])[CH2:13][CH2:14]1. The catalyst class is: 14.